The task is: Predict the reaction yield, written as a fraction of the theoretical maximum amount of product (1.0 means a 100% yield; for example, 0.34 means a 34% yield).. This data is from Reaction yield outcomes from USPTO patents with 853,638 reactions. (1) The reactants are [Br:1][C:2]1[NH:10][C:9]2[C:8](=[O:11])[N:7]([CH2:12][CH2:13][CH2:14][OH:15])[C:6](=[O:16])[N:5]([CH3:17])[C:4]=2[N:3]=1.I[CH2:19][CH3:20].C(=O)([O-])[O-].[K+].[K+]. The catalyst is CN(C=O)C. The product is [Br:1][C:2]1[N:10]([CH2:19][CH3:20])[C:9]2[C:8](=[O:11])[N:7]([CH2:12][CH2:13][CH2:14][OH:15])[C:6](=[O:16])[N:5]([CH3:17])[C:4]=2[N:3]=1. The yield is 0.917. (2) The product is [CH2:1]([C:3]1[CH:8]=[CH:7][C:6]([S:9]([CH3:12])(=[O:11])=[O:10])=[CH:5][C:4]=1[C:19]1[CH:18]=[CH:17][C:16](=[O:30])[N:15]([CH3:14])[CH:20]=1)[CH3:2]. The catalyst is O1CCOCC1.O.C1C=CC(P(C2C=CC=CC=2)[C-]2C=CC=C2)=CC=1.C1C=CC(P(C2C=CC=CC=2)[C-]2C=CC=C2)=CC=1.Cl[Pd]Cl.[Fe+2]. The yield is 0.970. The reactants are [CH2:1]([C:3]1[CH:8]=[CH:7][C:6]([S:9]([CH3:12])(=[O:11])=[O:10])=[CH:5][C:4]=1I)[CH3:2].[CH3:14][N:15]1[CH:20]=[C:19](B2OC(C)(C)C(C)(C)O2)[CH:18]=[CH:17][C:16]1=[O:30].C([O-])([O-])=O.[K+].[K+].CC(=O)OCC. (3) The reactants are C([O:8][NH:9][C:10]([C@H:12]1[C@H:15]([CH2:16][CH3:17])[CH2:14][N:13]1[C:18](=[O:32])[C:19]1[CH:24]=[C:23]([CH2:25][CH2:26][CH3:27])[C:22]([O:28][CH3:29])=[C:21]([O:30][CH3:31])[CH:20]=1)=[O:11])C1C=CC=CC=1.[H][H]. No catalyst specified. The product is [OH:8][NH:9][C:10]([C@H:12]1[C@H:15]([CH2:16][CH3:17])[CH2:14][N:13]1[C:18](=[O:32])[C:19]1[CH:24]=[C:23]([CH2:25][CH2:26][CH3:27])[C:22]([O:28][CH3:29])=[C:21]([O:30][CH3:31])[CH:20]=1)=[O:11]. The yield is 0.900.